From a dataset of Retrosynthesis with 50K atom-mapped reactions and 10 reaction types from USPTO. Predict the reactants needed to synthesize the given product. (1) Given the product CC(C)(C)OC(=O)N1CCc2c([nH]c3ccccc23)C(C(=O)O)C1, predict the reactants needed to synthesize it. The reactants are: COC(=O)C1CN(C(=O)OC(C)(C)C)CCc2c1[nH]c1ccccc21. (2) Given the product O=C(O)C(F)(F)F, predict the reactants needed to synthesize it. The reactants are: COc1cccc(C=O)c1.NNc1cc(N2CCOCC2)n2nc(-c3ccccc3)cc2n1. (3) Given the product CCN1c2cc(OCc3cccc(F)c3F)nc(=O)n2CC1(C)C, predict the reactants needed to synthesize it. The reactants are: CCN1c2cc(Cl)nc(=O)n2CC1(C)C.OCc1cccc(F)c1F. (4) Given the product CC(C)(C)[C@@H]1OC(=O)[C@@H]2[C@H]1C2(C)C, predict the reactants needed to synthesize it. The reactants are: CC(C)(C)C(O)[C@H]1[C@@H](C(=O)O)C1(C)C. (5) Given the product CCOC(=O)c1nn(C(C)(C)C)c(=O)n1CC(=O)C(C)(C)C, predict the reactants needed to synthesize it. The reactants are: CC(C)(C)C(=O)CBr.CCOC(=O)c1nn(C(C)(C)C)c(=O)[nH]1. (6) Given the product CN1C(=O)[C@@H](CN2CCCCC2)C[C@H]1c1ncc(-c2ccc3c(c2)OCO3)[nH]1, predict the reactants needed to synthesize it. The reactants are: CN1C(=O)C(CN2CCCCC2)CC1c1ncc(-c2ccc3c(c2)OCO3)n1Cc1ccccc1. (7) Given the product Clc1cc(Oc2cccnc2)ccn1, predict the reactants needed to synthesize it. The reactants are: Clc1cc(I)ccn1.Oc1cccnc1. (8) Given the product CS(=O)(=O)N1C(=O)N(c2cccc(C(F)(F)F)c2)C2=C(C(=O)CCC2)C1c1ccc(C#N)cc1Cl, predict the reactants needed to synthesize it. The reactants are: CS(=O)(=O)Cl.N#Cc1ccc(C2NC(=O)N(c3cccc(C(F)(F)F)c3)C3=C2C(=O)CCC3)c(Cl)c1. (9) Given the product CSc1ncc(C=NCc2ccccc2)c(NC2CCCC2)n1, predict the reactants needed to synthesize it. The reactants are: CSc1ncc(C=O)c(NC2CCCC2)n1.NCc1ccccc1. (10) Given the product Cc1cccc(-c2sc(C)nc2C(=O)N2C[C@@H]3C[C@@H]3[C@H]2CNC(=O)c2nccc3ccccc23)c1, predict the reactants needed to synthesize it. The reactants are: Cc1cccc(-c2sc(C)nc2C(=O)N2C[C@@H]3C[C@@H]3[C@H]2CN)c1.O=C(O)c1nccc2ccccc12.